This data is from Reaction yield outcomes from USPTO patents with 853,638 reactions. The task is: Predict the reaction yield, written as a fraction of the theoretical maximum amount of product (1.0 means a 100% yield; for example, 0.34 means a 34% yield). (1) The reactants are [C:1]([C:7]1[CH:12]=[CH:11][CH:10]=[CH:9][C:8]=1[C:13](=[O:21])[CH2:14][C:15]1[CH:20]=[CH:19][CH:18]=[CH:17][CH:16]=1)#[C:2][CH2:3][CH2:4][CH2:5][CH3:6].C[Si]([N-][Si](C)(C)C)(C)C.[K+]. The catalyst is C1(C)C=CC=CC=1. The product is [CH2:3]([C:2]1[C:14]([C:15]2[CH:16]=[CH:17][CH:18]=[CH:19][CH:20]=2)=[C:13]([OH:21])[C:8]2[C:7]([CH:1]=1)=[CH:12][CH:11]=[CH:10][CH:9]=2)[CH2:4][CH2:5][CH3:6]. The yield is 0.680. (2) The reactants are C[O:2][C:3](=[O:39])[C@@H:4]([NH:23][C:24](=[O:38])[C:25]1[C:30]([Cl:31])=[CH:29][C:28]([O:32][CH2:33][CH2:34][CH2:35][NH2:36])=[CH:27][C:26]=1[Cl:37])[CH2:5][C:6]1[CH:11]=[CH:10][C:9]([NH:12][C:13](=[O:22])[C:14]2[C:19]([Cl:20])=[CH:18][CH:17]=[CH:16][C:15]=2[Cl:21])=[CH:8][CH:7]=1.[OH-].[Li+]. The catalyst is C1COCC1.O. The product is [NH2:36][CH2:35][CH2:34][CH2:33][O:32][C:28]1[CH:27]=[C:26]([Cl:37])[C:25]([C:24]([NH:23][C@@H:4]([CH2:5][C:6]2[CH:7]=[CH:8][C:9]([NH:12][C:13](=[O:22])[C:14]3[C:19]([Cl:20])=[CH:18][CH:17]=[CH:16][C:15]=3[Cl:21])=[CH:10][CH:11]=2)[C:3]([OH:39])=[O:2])=[O:38])=[C:30]([Cl:31])[CH:29]=1. The yield is 0.650. (3) The reactants are Cl[C:2]1[N:7]=[C:6]([NH:8][C:9]2[CH:14]=[CH:13][C:12]([O:15][CH2:16][CH3:17])=[CH:11][CH:10]=2)[C:5]([F:18])=[CH:4][N:3]=1.C(N(C(C)C)C(C)C)C.[CH2:28]1[CH2:38][O:37][C:36]2[CH:35]=[CH:34][C:32]([NH2:33])=[CH:31][C:30]=2[O:29]1. The catalyst is C(O)CO. The product is [CH2:16]([O:15][C:12]1[CH:13]=[CH:14][C:9]([NH:8][C:6]2[C:5]([F:18])=[CH:4][N:3]=[C:2]([NH:33][C:32]3[CH:34]=[CH:35][C:36]4[O:37][CH2:38][CH2:28][O:29][C:30]=4[CH:31]=3)[N:7]=2)=[CH:10][CH:11]=1)[CH3:17]. The yield is 0.600. (4) The reactants are [Cl:1][C:2]1[CH:7]=[C:6]([NH2:8])[CH:5]=[C:4]([Cl:9])[C:3]=1[O:10][C:11]1[CH:16]=[CH:15][C:14]([S:17]([CH3:20])(=[O:19])=[O:18])=[CH:13][CH:12]=1.[C:21]([N:23]=[C:24](SC)[S:25][CH3:26])#[N:22]. The catalyst is N1C=CC=CC=1. The product is [C:21](/[N:23]=[C:24](/[S:25][CH3:26])\[NH:8][C:6]1[CH:5]=[C:4]([Cl:9])[C:3]([O:10][C:11]2[CH:12]=[CH:13][C:14]([S:17]([CH3:20])(=[O:19])=[O:18])=[CH:15][CH:16]=2)=[C:2]([Cl:1])[CH:7]=1)#[N:22]. The yield is 0.560. (5) The reactants are CC1(C)[N:6]2[C:7](=[O:12])[C:8]([CH3:11])([CH3:10])[CH2:9][C@H:5]2[CH2:4][O:3]1.Cl.N1C=CN=C1.[Si:20](Cl)([C:23]([CH3:26])([CH3:25])[CH3:24])([CH3:22])[CH3:21]. The catalyst is CO. The product is [Si:20]([O:3][CH2:4][C@H:5]1[NH:6][C:7](=[O:12])[C:8]([CH3:10])([CH3:11])[CH2:9]1)([C:23]([CH3:26])([CH3:25])[CH3:24])([CH3:22])[CH3:21]. The yield is 0.712. (6) The reactants are Br[C:2]1[CH:6]=[C:5]([Si:7]([CH3:10])([CH3:9])[CH3:8])[S:4][C:3]=1[C:11]1[S:12][C:13]([Si:17]([CH3:20])([CH3:19])[CH3:18])=[CH:14][C:15]=1Br.[Li]CCCC.[NH4+].[Cl-].C[C:29]([CH3:31])=[O:30].C(=O)=[O:33]. The catalyst is C1COCC1. The product is [CH3:8][Si:7]([CH3:10])([CH3:9])[C:5]1[S:4][C:3]2[C:11]3[S:12][C:13]([Si:17]([CH3:20])([CH3:19])[CH3:18])=[CH:14][C:15]=3[C:31](=[O:33])[C:29](=[O:30])[C:2]=2[CH:6]=1. The yield is 0.414.